Dataset: Reaction yield outcomes from USPTO patents with 853,638 reactions. Task: Predict the reaction yield, written as a fraction of the theoretical maximum amount of product (1.0 means a 100% yield; for example, 0.34 means a 34% yield). (1) The reactants are [CH3:1][O:2][C:3](=[O:18])[CH2:4][CH:5]1[CH2:14][C:13]2[C:8](=[CH:9][C:10]([O:15][CH3:16])=[CH:11][CH:12]=2)[NH:7][C:6]1=[O:17].[CH2:19](Br)[C:20]1[CH:25]=[CH:24][CH:23]=[CH:22][CH:21]=1. No catalyst specified. The product is [CH3:1][O:2][C:3](=[O:18])[CH2:4][CH:5]1[CH2:14][C:13]2[C:8](=[CH:9][C:10]([O:15][CH3:16])=[CH:11][CH:12]=2)[N:7]([CH2:19][C:20]2[CH:25]=[CH:24][CH:23]=[CH:22][CH:21]=2)[C:6]1=[O:17]. The yield is 0.880. (2) The reactants are Br[C:2]1[N:3]=[C:4]([CH2:7][O:8][Si:9]([C:12]([CH3:15])([CH3:14])[CH3:13])([CH3:11])[CH3:10])[S:5][CH:6]=1.[Li]CCCC.[F:21][C:22]([F:42])([F:41])[C:23]([C:25]1[CH:26]=[C:27]2[C:31](=[CH:32][CH:33]=1)[N:30]([C:34]1[CH:39]=[CH:38][C:37]([F:40])=[CH:36][CH:35]=1)[N:29]=[CH:28]2)=[O:24]. The catalyst is CCOCC. The product is [Si:9]([O:8][CH2:7][C:4]1[S:5][CH:6]=[C:2]([C:23]([C:25]2[CH:26]=[C:27]3[C:31](=[CH:32][CH:33]=2)[N:30]([C:34]2[CH:39]=[CH:38][C:37]([F:40])=[CH:36][CH:35]=2)[N:29]=[CH:28]3)([OH:24])[C:22]([F:41])([F:21])[F:42])[N:3]=1)([C:12]([CH3:15])([CH3:14])[CH3:13])([CH3:11])[CH3:10]. The yield is 0.670. (3) The reactants are [CH3:1][O:2][CH2:3][CH:4]([NH:6][C:7]([C:9]1[CH:10]=[C:11]([C:18]2[CH:23]=[CH:22][C:21]([CH3:24])=[CH:20][CH:19]=2)[CH:12]=[C:13]([N+:15]([O-])=O)[CH:14]=1)=[O:8])[CH3:5].Cl[Sn]Cl. The catalyst is CO. The product is [CH3:1][O:2][CH2:3][CH:4]([NH:6][C:7]([C:9]1[CH:10]=[C:11]([C:18]2[CH:19]=[CH:20][C:21]([CH3:24])=[CH:22][CH:23]=2)[CH:12]=[C:13]([NH2:15])[CH:14]=1)=[O:8])[CH3:5]. The yield is 0.903. (4) The reactants are [CH3:1][O:2][C:3](=[O:15])[C:4]([CH:6]([C:8]1[CH:9]=[N:10][C:11]([Cl:14])=[CH:12][CH:13]=1)[OH:7])=[CH2:5].[C:16](OC(=O)C)(=[O:18])[CH3:17]. The catalyst is ClCCl.CN(C1C=CN=CC=1)C.C([O-])(O)=O.[Na+]. The product is [CH3:1][O:2][C:3](=[O:15])[C:4]([CH:6]([O:7][C:16](=[O:18])[CH3:17])[C:8]1[CH:9]=[N:10][C:11]([Cl:14])=[CH:12][CH:13]=1)=[CH2:5]. The yield is 0.440. (5) The reactants are [H-].[Na+].[N+:3]([C:6]1[C:7]([C:16]([O:18][CH3:19])=[O:17])=[N:8][N:9]2[CH2:14][CH2:13][NH:12][C:11](=[O:15])[C:10]=12)([O-:5])=[O:4].[CH2:20](I)C.C(=O)(O)[O-].[Na+]. The catalyst is CN(C=O)C. The product is [CH3:20][N:12]1[CH2:13][CH2:14][N:9]2[N:8]=[C:7]([C:16]([O:18][CH3:19])=[O:17])[C:6]([N+:3]([O-:5])=[O:4])=[C:10]2[C:11]1=[O:15]. The yield is 0.790. (6) The reactants are [F:1][C:2]1[CH:10]=[CH:9][CH:8]=[C:7]2[C:3]=1[C:4](=[O:12])O[C:6]2=[O:11].C(OC(=O)[NH:19][CH2:20][C:21]1[S:25][CH:24]=[N:23][CH:22]=1)(C)(C)C. The catalyst is C(O)(=O)C. The product is [F:1][C:2]1[CH:10]=[CH:9][CH:8]=[C:7]2[C:3]=1[C:4](=[O:12])[N:19]([CH2:20][C:21]1[S:25][CH:24]=[N:23][CH:22]=1)[C:6]2=[O:11]. The yield is 0.530.